This data is from Full USPTO retrosynthesis dataset with 1.9M reactions from patents (1976-2016). The task is: Predict the reactants needed to synthesize the given product. (1) Given the product [CH3:1][NH:3][C:12](=[O:18])[O:13][CH2:14][C:21]([F:49])([F:20])[CH2:22][N:23]1[C:27]([C:28]2[CH:29]=[CH:30][C:31]([F:34])=[CH:32][CH:33]=2)=[C:26]([C:35]2[CH:36]=[CH:37][C:38]3[O:43][CH2:42][C:41](=[O:44])[NH:40][C:39]=3[CH:45]=2)[C:25]([CH3:46])=[N:24]1, predict the reactants needed to synthesize it. The reactants are: [CH2:1]([N:3](CC)CC)C.ClC(Cl)(O[C:12](=[O:18])[O:13][C:14](Cl)(Cl)Cl)Cl.[F:20][C:21]([F:49])(CO)[CH2:22][N:23]1[C:27]([C:28]2[CH:33]=[CH:32][C:31]([F:34])=[CH:30][CH:29]=2)=[C:26]([C:35]2[CH:36]=[CH:37][C:38]3[O:43][CH2:42][C:41](=[O:44])[NH:40][C:39]=3[CH:45]=2)[C:25]([CH3:46])=[N:24]1.C([O-])(O)=O.[Na+]. (2) Given the product [Br:9][C:10]1[CH:11]=[C:12]([C:16](=[O:18])[CH:17]=[CH:3][N:4]([CH3:5])[CH3:6])[CH:13]=[N:14][CH:15]=1, predict the reactants needed to synthesize it. The reactants are: CO[CH:3](OC)[N:4]([CH3:6])[CH3:5].[Br:9][C:10]1[CH:11]=[C:12]([C:16](=[O:18])[CH3:17])[CH:13]=[N:14][CH:15]=1.